Dataset: Forward reaction prediction with 1.9M reactions from USPTO patents (1976-2016). Task: Predict the product of the given reaction. (1) Given the reactants [CH3:1]N(CCN(C)C)C.[C:9]([NH:15][C:16]1[CH:21]=[CH:20][CH:19]=[CH:18][N:17]=1)(=[O:14])[C:10]([CH3:13])([CH3:12])[CH3:11].[N:22]1[CH:27]=[CH:26][CH:25]=[C:24](C=O)[CH:23]=1.[OH2:30], predict the reaction product. The product is: [OH:30][CH:1]([C:27]1[CH:26]=[CH:25][CH:24]=[CH:23][N:22]=1)[C:21]1[C:16]([NH:15][C:9](=[O:14])[C:10]([CH3:13])([CH3:12])[CH3:11])=[N:17][CH:18]=[CH:19][CH:20]=1. (2) The product is: [NH2:1][C:2]([C:4]1[CH:5]=[C:6]([C:39]2[CH:40]=[CH:41][C:36]([C:27]3[CH:32]=[CH:31][CH:30]=[CH:29][CH:28]=3)=[CH:37][CH:38]=2)[CH:7]=[C:8]2[C:12]=1[NH:11][CH:10]=[C:9]2[CH:13]1[CH2:18][CH2:17][N:16]([C:19]([O:21][C:22]([CH3:25])([CH3:24])[CH3:23])=[O:20])[CH2:15][CH2:14]1)=[O:3]. Given the reactants [NH2:1][C:2]([C:4]1[CH:5]=[C:6](Br)[CH:7]=[C:8]2[C:12]=1[NH:11][CH:10]=[C:9]2[CH:13]1[CH2:18][CH2:17][N:16]([C:19]([O:21][C:22]([CH3:25])([CH3:24])[CH3:23])=[O:20])[CH2:15][CH2:14]1)=[O:3].[C:27]1([C:36]2[CH:41]=[CH:40][CH:39]=[CH:38][CH:37]=2)[CH:32]=[CH:31][C:30](B(O)O)=[CH:29][CH:28]=1.C(=O)([O-])[O-].[K+].[K+], predict the reaction product. (3) Given the reactants [N:1]([CH2:4][C:5]1[CH:12]=[CH:11][CH:10]=[CH:9][C:6]=1[C:7]#[N:8])=[N+]=[N-].[Sn](Cl)Cl.[C:16](O[C:16]([O:18][C:19]([CH3:22])([CH3:21])[CH3:20])=[O:17])([O:18][C:19]([CH3:22])([CH3:21])[CH3:20])=[O:17], predict the reaction product. The product is: [C:19]([O:18][C:16](=[O:17])[NH:1][CH2:4][C:5]1[CH:12]=[CH:11][CH:10]=[CH:9][C:6]=1[C:7]#[N:8])([CH3:22])([CH3:21])[CH3:20]. (4) Given the reactants [Cl:1][C:2]1[CH:10]=[CH:9][C:5]([C:6]([OH:8])=O)=[C:4]([NH:11][CH2:12][CH2:13][CH3:14])[CH:3]=1.[CH3:15][C:16]([NH2:20])([C:18]#[CH:19])[CH3:17].CCN=C=NCCCN(C)C.CCN(C(C)C)C(C)C.C1C=CC2N(O)N=NC=2C=1, predict the reaction product. The product is: [Cl:1][C:2]1[CH:10]=[CH:9][C:5]([C:6]([NH:20][C:16]([CH3:17])([C:18]#[CH:19])[CH3:15])=[O:8])=[C:4]([NH:11][CH2:12][CH2:13][CH3:14])[CH:3]=1.